The task is: Predict the product of the given reaction.. This data is from Forward reaction prediction with 1.9M reactions from USPTO patents (1976-2016). (1) Given the reactants C1(=O)CCCC=C1.[CH2:8]([O:10][C:11](=[O:28])[CH:12]([CH:18]1[CH2:23][CH2:22][CH:21](CCC)[C:20](=[O:27])[CH2:19]1)[C:13]([O:15][CH2:16][CH3:17])=[O:14])[CH3:9], predict the reaction product. The product is: [CH2:16]([O:15][C:13](=[O:14])[CH:12]([CH:18]1[CH2:23][CH2:22][CH2:21][C:20](=[O:27])[CH2:19]1)[C:11]([O:10][CH2:8][CH3:9])=[O:28])[CH3:17]. (2) Given the reactants C(N(CC)CC)C.Cl.Cl.[NH2:10][C@H:11]1[CH:16]2[CH2:17][CH2:18][N:13]([CH2:14][CH2:15]2)[CH2:12]1.[F:19][C:20]([F:31])([F:30])[C:21]1[CH:26]=[CH:25][C:24]([C:27](O)=[O:28])=[CH:23][CH:22]=1.[I-].ClC1C=CC=C[N+]=1C, predict the reaction product. The product is: [N:13]12[CH2:18][CH2:17][CH:16]([CH2:15][CH2:14]1)[C@H:11]([NH:10][C:27](=[O:28])[C:24]1[CH:25]=[CH:26][C:21]([C:20]([F:19])([F:30])[F:31])=[CH:22][CH:23]=1)[CH2:12]2.